This data is from Full USPTO retrosynthesis dataset with 1.9M reactions from patents (1976-2016). The task is: Predict the reactants needed to synthesize the given product. (1) Given the product [Cl:23][C:24]1[CH:30]=[CH:29][C:27]([NH:28][C:9](=[O:11])[C:8]2[CH:7]=[CH:6][C:5]([S:2]([N:17]3[CH2:18][CH2:19][N:14]([CH2:20][CH2:21][OH:22])[CH2:15][CH2:16]3)(=[O:3])=[O:4])=[CH:13][CH:12]=2)=[CH:26][C:25]=1[C:31]1[CH:36]=[CH:35][CH:34]=[CH:33][N:32]=1, predict the reactants needed to synthesize it. The reactants are: Cl[S:2]([C:5]1[CH:13]=[CH:12][C:8]([C:9]([OH:11])=O)=[CH:7][CH:6]=1)(=[O:4])=[O:3].[N:14]1([CH2:20][CH2:21][OH:22])[CH2:19][CH2:18][NH:17][CH2:16][CH2:15]1.[Cl:23][C:24]1[CH:30]=[CH:29][C:27]([NH2:28])=[CH:26][C:25]=1[C:31]1[CH:36]=[CH:35][CH:34]=[CH:33][N:32]=1.OCCCN1CCN(S(C2C=CC(C(O)=O)=CC=2)(=O)=O)CC1. (2) The reactants are: FC(F)(F)S(O[C:7]1[CH:16]=[CH:15][C:14]2[C:9](=[C:10]([C:17]3[O:18][C:19]4[CH:25]=[CH:24][CH:23]=[CH:22][C:20]=4[CH:21]=3)[CH:11]=[CH:12][N:13]=2)[N:8]=1)(=O)=O.[F:28][C:29]1[CH:34]=[C:33]([F:35])[CH:32]=[CH:31][C:30]=1[NH:36][S:37]([C:40]1[CH:41]=[N:42][CH:43]=[C:44](B2OC(C)(C)C(C)(C)O2)[CH:45]=1)(=[O:39])=[O:38]. Given the product [O:18]1[C:19]2[CH:25]=[CH:24][CH:23]=[CH:22][C:20]=2[CH:21]=[C:17]1[C:10]1[CH:11]=[CH:12][N:13]=[C:14]2[C:9]=1[N:8]=[C:7]([C:44]1[CH:45]=[C:40]([S:37]([NH:36][C:30]3[CH:31]=[CH:32][C:33]([F:35])=[CH:34][C:29]=3[F:28])(=[O:39])=[O:38])[CH:41]=[N:42][CH:43]=1)[CH:16]=[CH:15]2, predict the reactants needed to synthesize it. (3) The reactants are: [N:1]#[N:2].Br[C:4]1[C:5]([C:11]#[N:12])=[N:6][CH:7]=[CH:8][C:9]=1[CH3:10].[C:13]([O-])([O-])=O.[Cs+].[Cs+].O.C[N:21]([CH:23]=O)C. Given the product [CH3:10][C:9]1[CH:8]=[CH:7][N:6]=[C:5]([C:11]#[N:12])[C:4]=1[N:1]1[N:21]=[CH:23][CH:13]=[N:2]1, predict the reactants needed to synthesize it.